The task is: Regression. Given two drug SMILES strings and cell line genomic features, predict the synergy score measuring deviation from expected non-interaction effect.. This data is from NCI-60 drug combinations with 297,098 pairs across 59 cell lines. (1) Drug 1: CCC1=CC2CC(C3=C(CN(C2)C1)C4=CC=CC=C4N3)(C5=C(C=C6C(=C5)C78CCN9C7C(C=CC9)(C(C(C8N6C)(C(=O)OC)O)OC(=O)C)CC)OC)C(=O)OC.C(C(C(=O)O)O)(C(=O)O)O. Drug 2: C1C(C(OC1N2C=NC3=C2NC=NCC3O)CO)O. Cell line: HOP-92. Synergy scores: CSS=30.1, Synergy_ZIP=-9.62, Synergy_Bliss=-2.94, Synergy_Loewe=-28.7, Synergy_HSA=-1.32. (2) Drug 1: C1=CC=C(C=C1)NC(=O)CCCCCCC(=O)NO. Drug 2: C#CCC(CC1=CN=C2C(=N1)C(=NC(=N2)N)N)C3=CC=C(C=C3)C(=O)NC(CCC(=O)O)C(=O)O. Cell line: OVCAR-5. Synergy scores: CSS=75.2, Synergy_ZIP=2.49, Synergy_Bliss=0.482, Synergy_Loewe=-28.0, Synergy_HSA=0.424.